Task: Predict the product of the given reaction.. Dataset: Forward reaction prediction with 1.9M reactions from USPTO patents (1976-2016) (1) Given the reactants [CH2:1]([N:8]1[CH2:15][C@H:14]2[C@H:10]([C@H:11](O[Si](C(C)(C)C)(C)C)[CH2:12][C:13]2=[O:16])[CH2:9]1)[C:2]1[CH:7]=[CH:6][CH:5]=[CH:4][CH:3]=1.C([Si](C)(C)O)(C)(C)C.[F-].C([N+](CCCC)(CCCC)CCCC)CCC.O, predict the reaction product. The product is: [CH2:1]([N:8]1[CH2:15][C@H:14]2[C@H:10]([CH:11]=[CH:12][C:13]2=[O:16])[CH2:9]1)[C:2]1[CH:3]=[CH:4][CH:5]=[CH:6][CH:7]=1. (2) Given the reactants [Br:1][C:2]1[CH:3]=[CH:4][C:5]([OH:11])=[C:6]([C:8](=[O:10])[CH3:9])[CH:7]=1.[CH:12](=O)[C:13]1[CH:18]=[CH:17][N:16]=[CH:15][CH:14]=1.[OH-].[Na+].Cl, predict the reaction product. The product is: [Br:1][C:2]1[CH:3]=[CH:4][C:5]([OH:11])=[C:6]([C:8](=[O:10])/[CH:9]=[CH:12]/[C:13]2[CH:18]=[CH:17][N:16]=[CH:15][CH:14]=2)[CH:7]=1.